This data is from Reaction yield outcomes from USPTO patents with 853,638 reactions. The task is: Predict the reaction yield, written as a fraction of the theoretical maximum amount of product (1.0 means a 100% yield; for example, 0.34 means a 34% yield). (1) The reactants are [OH-].[Na+].C([O:5][C:6](=[O:23])[CH2:7][C:8]([NH:10][C:11]1[CH:15]=[C:14]([C:16]2[CH:21]=[CH:20][C:19]([F:22])=[CH:18][CH:17]=2)[O:13][N:12]=1)=[O:9])C.C1COCC1. The catalyst is O. The product is [F:22][C:19]1[CH:20]=[CH:21][C:16]([C:14]2[O:13][N:12]=[C:11]([NH:10][C:8](=[O:9])[CH2:7][C:6]([OH:23])=[O:5])[CH:15]=2)=[CH:17][CH:18]=1. The yield is 0.909. (2) The reactants are [OH-].[Na+].[CH2:3]([C:7]1[CH:12]=[CH:11][C:10]([NH:13][C:14](=[O:36])[N:15]([C:17]2[CH:18]=[C:19]([C:23]3[CH:28]=[CH:27][C:26]([CH2:29][CH2:30][C:31]([O:33]CC)=[O:32])=[CH:25][CH:24]=3)[CH:20]=[CH:21][CH:22]=2)[CH3:16])=[CH:9][CH:8]=1)[CH2:4][CH2:5][CH3:6]. The catalyst is C(O)C. The product is [CH2:3]([C:7]1[CH:8]=[CH:9][C:10]([NH:13][C:14](=[O:36])[N:15]([C:17]2[CH:18]=[C:19]([C:23]3[CH:24]=[CH:25][C:26]([CH2:29][CH2:30][C:31]([OH:33])=[O:32])=[CH:27][CH:28]=3)[CH:20]=[CH:21][CH:22]=2)[CH3:16])=[CH:11][CH:12]=1)[CH2:4][CH2:5][CH3:6]. The yield is 0.860. (3) The reactants are [CH2:1]([N:8]1[C:13](=[O:14])[CH2:12][NH:11][C:10]2[N:15]=[CH:16][C:17](I)=[CH:18][C:9]1=2)[C:2]1[CH:7]=[CH:6][CH:5]=[CH:4][CH:3]=1.[CH2:20]([O:22][C:23]([C:25]1[CH:30]=[CH:29][C:28](B(O)O)=[CH:27][CH:26]=1)=[O:24])[CH3:21]. No catalyst specified. The product is [CH2:20]([O:22][C:23](=[O:24])[C:25]1[CH:30]=[CH:29][C:28]([C:17]2[CH:16]=[N:15][C:10]3[NH:11][CH2:12][C:13](=[O:14])[N:8]([CH2:1][C:2]4[CH:7]=[CH:6][CH:5]=[CH:4][CH:3]=4)[C:9]=3[CH:18]=2)=[CH:27][CH:26]=1)[CH3:21]. The yield is 0.720. (4) The reactants are [C:1]12([NH:6][C:7]3[C:12]([C:13]#[N:14])=[CH:11][N:10]=[C:9]([S:15][CH3:16])[N:8]=3)[CH2:5][CH:3]([CH2:4]1)[CH2:2]2.[OH:17]O.[OH-].[Na+]. The catalyst is CS(C)=O. The product is [C:1]12([NH:6][C:7]3[C:12]([C:13]([NH2:14])=[O:17])=[CH:11][N:10]=[C:9]([S:15][CH3:16])[N:8]=3)[CH2:2][CH:3]([CH2:5]1)[CH2:4]2. The yield is 0.940. (5) The reactants are [F:1][C:2]([F:21])([F:20])[C:3]1[CH:8]=[CH:7][C:6]([NH:9][C:10]2[C:11]3[CH2:19][NH:18][CH2:17][CH2:16][C:12]=3[N:13]=[CH:14][N:15]=2)=[CH:5][CH:4]=1.B(O)(O)[C:23]1[CH:24]=[CH:25][C:26]([CH3:29])=[CH:27][CH:28]=1.C(N(CC)CC)C. The catalyst is C1COCC1.CC([O-])=O.CC([O-])=O.[Cu+2]. The product is [F:21][C:2]([F:1])([F:20])[C:3]1[CH:8]=[CH:7][C:6]([NH:9][C:10]2[C:11]3[CH2:19][N:18]([C:23]4[CH:28]=[CH:27][C:26]([CH3:29])=[CH:25][CH:24]=4)[CH2:17][CH2:16][C:12]=3[N:13]=[CH:14][N:15]=2)=[CH:5][CH:4]=1. The yield is 0.100. (6) The reactants are [H-].[Na+].[O:3]([CH2:10][C:11]1[CH:21]=[C:14]2[C:15](=[O:20])[NH:16][CH2:17][CH2:18][CH2:19][N:13]2[N:12]=1)[C:4]1[CH:9]=[CH:8][CH:7]=[CH:6][CH:5]=1.Br[CH2:23][CH:24]1[CH2:26][CH2:25]1. The catalyst is CN(C=O)C.[NH4+].[Cl-]. The product is [CH:24]1([CH2:23][N:16]2[CH2:17][CH2:18][CH2:19][N:13]3[N:12]=[C:11]([CH2:10][O:3][C:4]4[CH:5]=[CH:6][CH:7]=[CH:8][CH:9]=4)[CH:21]=[C:14]3[C:15]2=[O:20])[CH2:26][CH2:25]1. The yield is 0.730. (7) The reactants are [Cl:1][C:2]1[N:7]=[C:6]([NH:8][NH:9][C:10](=[O:29])[C@H:11]([CH2:23][CH:24]2[CH2:28][CH2:27][CH2:26][CH2:25]2)[CH2:12][N:13]([O:16]C2CCCCO2)[CH:14]=[O:15])[C:5]([F:30])=[C:4]([N:31]2[CH2:34][C:33]([CH3:40])([N:35]3[CH2:39][CH2:38][CH2:37][CH2:36]3)[CH2:32]2)[N:3]=1.CC(O)=O. The catalyst is O. The product is [Cl:1][C:2]1[N:7]=[C:6]([NH:8][NH:9][C:10](=[O:29])[C@H:11]([CH2:23][CH:24]2[CH2:28][CH2:27][CH2:26][CH2:25]2)[CH2:12][N:13]([OH:16])[CH:14]=[O:15])[C:5]([F:30])=[C:4]([N:31]2[CH2:32][C:33]([CH3:40])([N:35]3[CH2:36][CH2:37][CH2:38][CH2:39]3)[CH2:34]2)[N:3]=1. The yield is 0.360.